Dataset: Peptide-MHC class II binding affinity with 134,281 pairs from IEDB. Task: Regression. Given a peptide amino acid sequence and an MHC pseudo amino acid sequence, predict their binding affinity value. This is MHC class II binding data. (1) The peptide sequence is SLQYLALVALVAPKK. The MHC is DRB1_0901 with pseudo-sequence DRB1_0901. The binding affinity (normalized) is 0.756. (2) The peptide sequence is FDPYGATISKTPESA. The MHC is HLA-DQA10101-DQB10501 with pseudo-sequence HLA-DQA10101-DQB10501. The binding affinity (normalized) is 0.0716. (3) The peptide sequence is WFINWYLPISQLFYN. The MHC is DRB1_0101 with pseudo-sequence DRB1_0101. The binding affinity (normalized) is 0.542. (4) The peptide sequence is LVGPFNFRFMSKGGMRNVFDEVIPT. The MHC is DRB1_1101 with pseudo-sequence DRB1_1101. The binding affinity (normalized) is 0.695. (5) The peptide sequence is FAPFSKDNSIRLSAG. The MHC is DRB1_0401 with pseudo-sequence DRB1_0401. The binding affinity (normalized) is 0.413. (6) The peptide sequence is ESWGAVWRIDTPDKL. The MHC is DRB1_1501 with pseudo-sequence DRB1_1501. The binding affinity (normalized) is 0.292. (7) The peptide sequence is NSFTAPNESYKKQVT. The MHC is HLA-DQA10101-DQB10501 with pseudo-sequence HLA-DQA10101-DQB10501. The binding affinity (normalized) is 0.0457. (8) The peptide sequence is LPINALSNSLLRHHNLVYST. The MHC is DRB4_0101 with pseudo-sequence DRB4_0103. The binding affinity (normalized) is 0.393.